Dataset: Catalyst prediction with 721,799 reactions and 888 catalyst types from USPTO. Task: Predict which catalyst facilitates the given reaction. (1) Reactant: [F:1][C:2]([F:37])([CH3:36])[CH2:3][NH:4][C:5]([N:7]1[CH2:11][C@H:10]([C:12]2[N:16]3[C:17]4[CH:23]=[CH:22][N:21](S(C5C=CC(C)=CC=5)(=O)=O)[C:18]=4[N:19]=[CH:20][C:15]3=[N:14][CH:13]=2)[C@H:9]([CH2:34][CH3:35])[CH2:8]1)=[O:6].[OH-].[Na+].C(Cl)Cl.C([O-])(O)=O.[Na+]. Product: [F:37][C:2]([F:1])([CH3:36])[CH2:3][NH:4][C:5]([N:7]1[CH2:11][C@H:10]([C:12]2[N:16]3[C:17]4[CH:23]=[CH:22][NH:21][C:18]=4[N:19]=[CH:20][C:15]3=[N:14][CH:13]=2)[C@H:9]([CH2:34][CH3:35])[CH2:8]1)=[O:6]. The catalyst class is: 12. (2) Reactant: [Mg].Br[C:3]1[CH:12]=[CH:11][C:10]2[C:5](=[CH:6][C:7]([CH:13]=[CH2:14])=[CH:8][CH:9]=2)[CH:4]=1.[O:15]=[C:16]1[CH2:20][N:19]([C:21]([O:23][CH2:24][CH2:25][Si:26]([CH3:29])([CH3:28])[CH3:27])=[O:22])[C@H:18]([C:30]([O:32][CH3:33])=[O:31])[CH2:17]1. The catalyst class is: 76. Product: [OH:15][C@:16]1([C:3]2[CH:12]=[CH:11][C:10]3[C:5](=[CH:6][C:7]([CH:13]=[CH2:14])=[CH:8][CH:9]=3)[CH:4]=2)[CH2:20][N:19]([C:21]([O:23][CH2:24][CH2:25][Si:26]([CH3:28])([CH3:29])[CH3:27])=[O:22])[C@H:18]([C:30]([O:32][CH3:33])=[O:31])[CH2:17]1. (3) Reactant: C([O:3][C:4](=O)/[CH:5]=[CH:6]/[CH:7]1[CH2:12][CH2:11][N:10]([C:13]([O:15][CH2:16][C:17]2[CH:22]=[CH:21][CH:20]=[CH:19][CH:18]=2)=[O:14])[CH2:9][CH2:8]1)C.CC(C[AlH]CC(C)C)C.O.[OH-].[Na+]. Product: [OH:3][CH2:4]/[CH:5]=[CH:6]/[CH:7]1[CH2:12][CH2:11][N:10]([C:13]([O:15][CH2:16][C:17]2[CH:22]=[CH:21][CH:20]=[CH:19][CH:18]=2)=[O:14])[CH2:9][CH2:8]1. The catalyst class is: 2. (4) Reactant: [NH2:1][CH2:2][CH:3]1[O:7][C:6](=[O:8])[N:5]([C:9]2[CH:14]=[CH:13][C:12]([CH:15]3[CH2:20][CH2:19][CH:18]([OH:21])[CH2:17][CH2:16]3)=[C:11]([F:22])[CH:10]=2)[CH2:4]1.C(N(CC)CC)C.[F:30][CH:31]([F:37])[C:32](OCC)=[O:33]. Product: [F:30][CH:31]([F:37])[C:32]([NH:1][CH2:2][CH:3]1[O:7][C:6](=[O:8])[N:5]([C:9]2[CH:14]=[CH:13][C:12]([CH:15]3[CH2:20][CH2:19][CH:18]([OH:21])[CH2:17][CH2:16]3)=[C:11]([F:22])[CH:10]=2)[CH2:4]1)=[O:33]. The catalyst class is: 5. (5) Reactant: [C:1]([C:3]1[CH:12]=[C:11]2[C:6]([CH:7]=[CH:8][C:9](=[O:29])[N:10]2[CH2:13][CH2:14][N:15]2[CH2:20][CH2:19][CH:18]([NH:21]C(=O)OC(C)(C)C)[CH2:17][CH2:16]2)=[N:5][CH:4]=1)#[N:2].C(O)(C(F)(F)F)=O. Product: [NH3:2].[NH2:21][CH:18]1[CH2:17][CH2:16][N:15]([CH2:14][CH2:13][N:10]2[C:9](=[O:29])[CH:8]=[CH:7][C:6]3[N:5]=[CH:4][C:3]([C:1]#[N:2])=[CH:12][C:11]2=3)[CH2:20][CH2:19]1. The catalyst class is: 2.